Task: Predict the product of the given reaction.. Dataset: Forward reaction prediction with 1.9M reactions from USPTO patents (1976-2016) Given the reactants [NH2:1][N:2]1[C:7](=[O:8])[C:6]([C:9]2[NH:14][C:13]3[CH:15]=[CH:16][CH:17]=[CH:18][C:12]=3[S:11](=[O:20])(=[O:19])[N:10]=2)=[C:5]([OH:21])[C:4]2[S:22][CH:23]=[CH:24][C:3]1=2.[CH:25](=O)[C:26]1[CH:31]=[CH:30][CH:29]=[N:28][CH:27]=1, predict the reaction product. The product is: [O:19]=[S:11]1(=[O:20])[C:12]2[CH:18]=[CH:17][CH:16]=[CH:15][C:13]=2[NH:14][C:9]([C:6]2[C:7](=[O:8])[N:2]([N:1]=[CH:25][C:26]3[CH:27]=[N:28][CH:29]=[CH:30][CH:31]=3)[C:3]3[CH:24]=[CH:23][S:22][C:4]=3[C:5]=2[OH:21])=[N:10]1.